From a dataset of Catalyst prediction with 721,799 reactions and 888 catalyst types from USPTO. Predict which catalyst facilitates the given reaction. Reactant: [F:1][C:2]1[CH:7]=[CH:6][C:5]([C:8]2[C:16](C(O)=O)=[C:11]3[CH:12]=[CH:13][CH:14]=[CH:15][N:10]3[N:9]=2)=[CH:4][CH:3]=1.C(=O)(O)[O-].[Na+].[Br:25]N1C(=O)CCC1=O.O. Product: [F:1][C:2]1[CH:7]=[CH:6][C:5]([C:8]2[C:16]([Br:25])=[C:11]3[CH:12]=[CH:13][CH:14]=[CH:15][N:10]3[N:9]=2)=[CH:4][CH:3]=1. The catalyst class is: 3.